This data is from Forward reaction prediction with 1.9M reactions from USPTO patents (1976-2016). The task is: Predict the product of the given reaction. (1) Given the reactants [CH3:1][O:2][C:3]1[CH:9]=[CH:8][C:7]([C:10]([F:13])([F:12])[F:11])=[CH:6][C:4]=1[NH2:5].C(OC1C=CC(C(N)=O)=CC=1N=[C:28]=[S:29])(C)C, predict the reaction product. The product is: [N:5]([C:4]1[CH:6]=[C:7]([C:10]([F:11])([F:12])[F:13])[CH:8]=[CH:9][C:3]=1[O:2][CH3:1])=[C:28]=[S:29]. (2) Given the reactants C[O:2][C:3]([C:5]1([NH:13][C:14](=[O:33])[C:15]2[CH:20]=[CH:19][C:18]([O:21][CH3:22])=[C:17]([O:23][CH2:24][CH2:25][C:26]3[CH:27]=[C:28]([CH3:32])[CH:29]=[CH:30][CH:31]=3)[CH:16]=2)[CH2:10][CH2:9][CH:8]([CH2:11]O)[CH2:7][CH2:6]1)=[O:4].C(N(S(F)(F)[F:40])CC)C, predict the reaction product. The product is: [F:40][CH2:11][CH:8]1[CH2:9][CH2:10][C:5]([NH:13][C:14](=[O:33])[C:15]2[CH:20]=[CH:19][C:18]([O:21][CH3:22])=[C:17]([O:23][CH2:24][CH2:25][C:26]3[CH:27]=[C:28]([CH3:32])[CH:29]=[CH:30][CH:31]=3)[CH:16]=2)([C:3]([OH:2])=[O:4])[CH2:6][CH2:7]1. (3) The product is: [C:9]1([C:3]2[C:2]([NH2:1])=[CH:7][CH:6]=[CH:5][N:4]=2)[CH:14]=[CH:13][CH:12]=[CH:11][CH:10]=1. Given the reactants [NH2:1][C:2]1[C:3](Cl)=[N:4][CH:5]=[CH:6][CH:7]=1.[C:9]1(B(O)O)[CH:14]=[CH:13][CH:12]=[CH:11][CH:10]=1.C(=O)([O-])[O-].[Na+].[Na+], predict the reaction product.